This data is from NCI-60 drug combinations with 297,098 pairs across 59 cell lines. The task is: Regression. Given two drug SMILES strings and cell line genomic features, predict the synergy score measuring deviation from expected non-interaction effect. Drug 1: C1CN(CCN1C(=O)CCBr)C(=O)CCBr. Drug 2: CN(C(=O)NC(C=O)C(C(C(CO)O)O)O)N=O. Cell line: HT29. Synergy scores: CSS=15.6, Synergy_ZIP=-3.13, Synergy_Bliss=-5.06, Synergy_Loewe=-7.89, Synergy_HSA=-3.90.